From a dataset of Catalyst prediction with 721,799 reactions and 888 catalyst types from USPTO. Predict which catalyst facilitates the given reaction. Reactant: [NH2:1][C:2]1[CH:3]=[C:4]([CH:20]=[CH:21][CH:22]=1)[O:5][C:6]1[CH:15]=[C:14]2[C:9]([CH2:10][CH2:11][CH:12]([C:16]([O:18][CH3:19])=[O:17])[CH2:13]2)=[CH:8][CH:7]=1.Cl.C(N(CC)CC)C.[CH:31]1([C:34](Cl)=[O:35])[CH2:33][CH2:32]1. Product: [CH:31]1([C:34]([NH:1][C:2]2[CH:3]=[C:4]([CH:20]=[CH:21][CH:22]=2)[O:5][C:6]2[CH:15]=[C:14]3[C:9]([CH2:10][CH2:11][CH:12]([C:16]([O:18][CH3:19])=[O:17])[CH2:13]3)=[CH:8][CH:7]=2)=[O:35])[CH2:33][CH2:32]1. The catalyst class is: 2.